Predict the reactants needed to synthesize the given product. From a dataset of Full USPTO retrosynthesis dataset with 1.9M reactions from patents (1976-2016). (1) Given the product [C:9]12([C:6]3[CH:7]=[CH:8][C:3]([OH:2])=[C:4]([CH3:19])[CH:5]=3)[CH2:10][CH:11]3[CH2:12][CH:13]([CH2:14][CH:15]([CH2:17]3)[CH2:16]1)[CH2:18]2, predict the reactants needed to synthesize it. The reactants are: C[O:2][C:3]1[CH:8]=[CH:7][C:6]([C:9]23[CH2:18][CH:13]4[CH2:14][CH:15]([CH2:17][CH:11]([CH2:12]4)[CH2:10]2)[CH2:16]3)=[CH:5][C:4]=1[CH3:19].B(Br)(Br)Br. (2) Given the product [CH3:1][O:2][C:3]([C@H:5]1[CH2:9][C@@H:8]([O:10][S:29]([CH3:32])(=[O:31])=[O:30])[C@@H:7]([NH:11][C:12]([C:14]2[S:15][C:16]([Cl:19])=[CH:17][CH:18]=2)=[O:13])[CH2:6]1)=[O:4], predict the reactants needed to synthesize it. The reactants are: [CH3:1][O:2][C:3]([C@H:5]1[CH2:9][C@@H:8]([OH:10])[C@@H:7]([NH:11][C:12]([C:14]2[S:15][C:16]([Cl:19])=[CH:17][CH:18]=2)=[O:13])[CH2:6]1)=[O:4].C(N(C(C)C)C(C)C)C.[S:29](Cl)([CH3:32])(=[O:31])=[O:30]. (3) Given the product [CH:1]([N:14]1[CH2:15][CH2:16][N:17]([C:20]([C@@H:22]2[CH2:24][C@H:23]2[CH2:25][NH:31][C:27]([CH3:30])([CH3:29])[CH3:28])=[O:21])[CH2:18][CH2:19]1)([C:8]1[CH:13]=[CH:12][CH:11]=[CH:10][CH:9]=1)[C:2]1[CH:3]=[CH:4][CH:5]=[CH:6][CH:7]=1, predict the reactants needed to synthesize it. The reactants are: [CH:1]([N:14]1[CH2:19][CH2:18][N:17]([C:20]([C@@H:22]2[CH2:24][C@H:23]2[CH:25]=O)=[O:21])[CH2:16][CH2:15]1)([C:8]1[CH:13]=[CH:12][CH:11]=[CH:10][CH:9]=1)[C:2]1[CH:7]=[CH:6][CH:5]=[CH:4][CH:3]=1.[C:27]([NH2:31])([CH3:30])([CH3:29])[CH3:28].C(O[BH-](OC(=O)C)OC(=O)C)(=O)C.[Na+]. (4) Given the product [Br:12][CH2:13][C:14]([NH:11][C:9]1[N:10]=[C:5]2[CH:4]=[CH:3][C:2]([Cl:1])=[N:7][N:6]2[CH:8]=1)=[O:15], predict the reactants needed to synthesize it. The reactants are: [Cl:1][C:2]1[CH:3]=[CH:4][C:5]2[N:6]([CH:8]=[C:9]([NH2:11])[N:10]=2)[N:7]=1.[Br:12][CH2:13][C:14](Cl)=[O:15].O.